This data is from Reaction yield outcomes from USPTO patents with 853,638 reactions. The task is: Predict the reaction yield, written as a fraction of the theoretical maximum amount of product (1.0 means a 100% yield; for example, 0.34 means a 34% yield). (1) The reactants are C([O:3][C:4](=[O:46])[CH2:5][CH2:6][CH2:7][O:8][C:9]1[CH:14]=[CH:13][CH:12]=[C:11]([CH2:15][CH2:16][CH2:17][CH2:18][CH2:19][CH2:20][O:21][C:22]2[CH:27]=[C:26]([I:28])[CH:25]=[C:24]([C:29](=[O:38])[NH:30][CH2:31][C:32]3[CH:37]=[CH:36][CH:35]=[CH:34][CH:33]=3)[CH:23]=2)[C:10]=1[CH2:39][CH2:40][C:41]([O:43]CC)=[O:42])C.[OH-].[Na+].Cl. The catalyst is C1COCC1. The product is [CH2:31]([NH:30][C:29]([C:24]1[CH:23]=[C:22]([CH:27]=[C:26]([I:28])[CH:25]=1)[O:21][CH2:20][CH2:19][CH2:18][CH2:17][CH2:16][CH2:15][C:11]1[C:10]([CH2:39][CH2:40][C:41]([OH:43])=[O:42])=[C:9]([CH:14]=[CH:13][CH:12]=1)[O:8][CH2:7][CH2:6][CH2:5][C:4]([OH:46])=[O:3])=[O:38])[C:32]1[CH:37]=[CH:36][CH:35]=[CH:34][CH:33]=1. The yield is 1.00. (2) The catalyst is C(#N)C. The product is [CH3:1][O:2][C:3]1[CH:4]=[C:5]2[C:6](=[CH:7][CH:8]=1)[CH:12]([CH2:13][C:14]1[CH:19]=[CH:18][C:17]([O:20][CH2:21][C:22]3[CH:27]=[CH:26][CH:25]=[CH:24][CH:23]=3)=[CH:16][CH:15]=1)[NH:11][CH2:10][CH2:9]2. The yield is 0.280. The reactants are [CH3:1][O:2][C:3]1[CH:4]=[C:5]([CH2:9][CH2:10][NH:11][C:12](=O)[CH2:13][C:14]2[CH:19]=[CH:18][C:17]([O:20][CH2:21][C:22]3[CH:27]=[CH:26][CH:25]=[CH:24][CH:23]=3)=[CH:16][CH:15]=2)[CH:6]=[CH:7][CH:8]=1.P(Cl)(Cl)(Cl)=O.[BH4-].[Na+]. (3) The reactants are [C:1]([O:5][C:6](=[O:15])[NH:7][CH2:8][CH:9]1[CH2:14][CH2:13][CH:12]=[CH:11][CH2:10]1)([CH3:4])([CH3:3])[CH3:2].ClC1C=C(C=CC=1)C(OO)=[O:21]. The catalyst is ClCCl. The product is [C:1]([O:5][C:6](=[O:15])[NH:7][CH2:8][CH:9]1[CH2:14][CH2:13][CH:12]2[CH:11]([O:21]2)[CH2:10]1)([CH3:4])([CH3:2])[CH3:3]. The yield is 0.810. (4) The reactants are [CH2:1]([O:8][CH2:9][C@H:10]1[CH2:14][CH2:13][C@@H:12]([NH:15]C(=O)OC(C)(C)C)[CH2:11]1)[C:2]1[CH:7]=[CH:6][CH:5]=[CH:4][CH:3]=1.[ClH:23]. The catalyst is C(Cl)Cl.O1CCOCC1.CCOCC. The product is [ClH:23].[CH2:1]([O:8][CH2:9][C@H:10]1[CH2:14][CH2:13][C@@H:12]([NH2:15])[CH2:11]1)[C:2]1[CH:7]=[CH:6][CH:5]=[CH:4][CH:3]=1. The yield is 0.830.